Task: Binary Classification. Given a miRNA mature sequence and a target amino acid sequence, predict their likelihood of interaction.. Dataset: Experimentally validated miRNA-target interactions with 360,000+ pairs, plus equal number of negative samples (1) The miRNA is hsa-miR-34c-5p with sequence AGGCAGUGUAGUUAGCUGAUUGC. The protein sequence of the target gene is MADDLGDEWWENQPTGAGSSPEASDGEGEGDTEVMQQETVPVPVPSEKTKQPKECFLIQPKERKENTTKTRKRRKKKITDVLAKSEPKPGLPEDLQKLMKDYYSSRRLVIELEELNLPDSCFLKANDLTHSLSSYLKEICPKWVKLRKNHSEKKSVLMLIICSSAVRALELIRSMTAFRGDGKVIKLFAKHIKVQAQVKLLEKRVVHLGVGTPGRIKELVKQGGLNLSPLKFLVFDWNWRDQKLRRMMDIPEIRKEVFELLEMGVLSLCKSESLKLGLF. Result: 0 (no interaction). (2) The miRNA is hsa-miR-3167 with sequence AGGAUUUCAGAAAUACUGGUGU. The protein sequence of the target gene is MASPSLPGSDCSQIIDHSHVPEFEVATWIKITLILVYLIIFVMGLLGNSATIRVTQVLQKKGYLQKEVTDHMVSLACSDILVFLIGMPMEFYSIIWNPLTTSSYTLSCKLHTFLFEACSYATLLHVLTLSFERYIAICHPFRYKAVSGPCQVKLLIGFVWVTSALVALPLLFAMGTEYPLVNVPSHRGLTCNRSSTRHHEQPETSNMSICTNLSSRWTVFQSSIFGAFVVYLVVLLSVAFMCWNMMQVLMKSQKGSLAGGTRPPQLRKSESEESRTARRQTIIFLRLIVVTLAVCWMPNQ.... Result: 0 (no interaction). (3) The miRNA is mmu-miR-6997-3p with sequence UCAAACCUUACCCUCCUGUUUCC. The protein sequence of the target gene is MFVSLWEFFYGHFFRFWMKWLLRQMTGKCELQRIFDTYGGAQRTYRIENSLTYSKNKVLQNATRVAQSELDRCIANIMKEKNICSEKDTSFQICMRTCLLQITGYKQLYHDVENVRKKPYDSANAQHEKMLLKLWSLLMPTKKLTARISKQWADIGFQGDDPKTDFRGMGILGLINLVYFSENYTSEAHQILSRSNHPKLGYSYAIVGINLTEMAYSLLKSEALKLHLYNFVPGVPTMEHFHQFYCYLVYEFDKFWLEEEPESIMYFNLYREKFHERIKGLLMDCNAVLTLKT. Result: 0 (no interaction). (4) The miRNA is mmu-miR-344b-3p with sequence CAUUUAGCCAAAGCCUGACUGU. The protein sequence of the target gene is MLLGASWLCASKAAATAARGEGEDRQGEQQRGAQARTEEDMDESSLLDLLECSVCLERLDTTAKVLPCQHTFCRRCLESIVCSRHELRCPECRILVGCGVDELPANILLVRLLDGIRQRPRTGASPGSSPPARPGPGTFSALAGGAGGATGSPPCSPVFLSAAAGSSTSSLCDVATNRSVPVAKTLSQLPYAKALYSYEGKEPGDLKFNKGDIIILRRKVDENWYHGELQGMHGFLPASYIQCVRPLPQALPQGKALYDFEMKDRDQDKDCLTFTKDEVLTVIRRVDDNWAEGMLGDKIG.... Result: 1 (interaction).